The task is: Predict the reactants needed to synthesize the given product.. This data is from Full USPTO retrosynthesis dataset with 1.9M reactions from patents (1976-2016). (1) Given the product [CH:15]1([C:12]2[N:13]=[CH:14][C:9]([O:8][C@H:6]3[CH2:5][N:4]([C:18]([O:20][C:21]([CH3:24])([CH3:23])[CH3:22])=[O:19])[C@H:3]([CH2:2][NH:1][CH2:33][C:34]([O:36][CH3:37])=[O:35])[CH2:7]3)=[N:10][CH:11]=2)[CH2:16][CH2:17]1, predict the reactants needed to synthesize it. The reactants are: [NH2:1][CH2:2][C@@H:3]1[CH2:7][C@@H:6]([O:8][C:9]2[CH:14]=[N:13][C:12]([CH:15]3[CH2:17][CH2:16]3)=[CH:11][N:10]=2)[CH2:5][N:4]1[C:18]([O:20][C:21]([CH3:24])([CH3:23])[CH3:22])=[O:19].C(N(CC)CC)C.Br[CH2:33][C:34]([O:36][CH3:37])=[O:35]. (2) Given the product [C:3]([C:5]1[CH:6]=[C:7]([C:15]2[O:19][N:18]=[C:17]([C:20]3[C:21]([C:34]([F:35])([F:36])[F:37])=[C:22]([CH2:26][CH2:27][CH2:28][C:29]([OH:31])=[O:30])[CH:23]=[CH:24][CH:25]=3)[N:16]=2)[CH:8]=[CH:9][C:10]=1[O:11][CH:12]([CH3:14])[CH3:13])#[N:4], predict the reactants needed to synthesize it. The reactants are: [OH-].[Na+].[C:3]([C:5]1[CH:6]=[C:7]([C:15]2[O:19][N:18]=[C:17]([C:20]3[C:21]([C:34]([F:37])([F:36])[F:35])=[C:22]([CH2:26][CH2:27][CH2:28][C:29]([O:31]CC)=[O:30])[CH:23]=[CH:24][CH:25]=3)[N:16]=2)[CH:8]=[CH:9][C:10]=1[O:11][CH:12]([CH3:14])[CH3:13])#[N:4].Cl. (3) Given the product [C:3]([C:5]1[CH:6]=[CH:7][C:8]2[N:9]([N:11]=[C:12]([C:25]3[CH:30]=[CH:29][CH:28]=[CH:27][CH:26]=3)[C:13]=2[CH2:14][C:15]2[N:20]=[C:19]([C:21]([OH:23])=[O:22])[CH:18]=[CH:17][CH:16]=2)[CH:10]=1)#[N:4], predict the reactants needed to synthesize it. The reactants are: [OH-].[K+].[C:3]([C:5]1[CH:6]=[CH:7][C:8]2[N:9]([N:11]=[C:12]([C:25]3[CH:30]=[CH:29][CH:28]=[CH:27][CH:26]=3)[C:13]=2[CH2:14][C:15]2[N:20]=[C:19]([C:21]([O:23]C)=[O:22])[CH:18]=[CH:17][CH:16]=2)[CH:10]=1)#[N:4].Cl. (4) Given the product [CH3:21][O:20][C:13]1[C:14]2[O:18][CH2:17][CH:16]([CH3:19])[C:15]=2[C:10]([CH2:2][CH2:3][C:4]2[CH:9]=[CH:8][N:7]=[CH:6][CH:5]=2)=[CH:11][CH:12]=1, predict the reactants needed to synthesize it. The reactants are: O[CH:2]([C:10]1[C:15]2[CH:16]([CH3:19])[CH2:17][O:18][C:14]=2[C:13]([O:20][CH3:21])=[CH:12][CH:11]=1)[CH2:3][C:4]1[CH:9]=[CH:8][N:7]=[CH:6][CH:5]=1.C([SiH](CC)CC)C.C(=O)(O)[O-].[Na+]. (5) Given the product [CH2:19]([C:18]([C:15]1[CH:16]=[CH:17][C:12]([O:11][CH2:10][C:13]2[CH:14]=[C:42]([CH:16]=[CH:17][CH:12]=2)[C:43]([OH:40])=[O:44])=[C:13]([CH3:38])[CH:14]=1)([C:21]1[CH:26]=[CH:25][C:24](/[CH:27]=[CH:28]/[C:29]([CH2:33][CH3:34])([OH:32])[CH2:30][CH3:31])=[C:23]([CH3:35])[CH:22]=1)[CH2:36][CH3:37])[CH3:20], predict the reactants needed to synthesize it. The reactants are: COC(=O)C1C=CC([CH2:10][O:11][C:12]2[CH:17]=[CH:16][C:15]([C:18]([CH2:36][CH3:37])([C:21]3[CH:26]=[CH:25][C:24](/[CH:27]=[CH:28]/[C:29]([CH2:33][CH3:34])([OH:32])[CH2:30][CH3:31])=[C:23]([CH3:35])[CH:22]=3)[CH2:19][CH3:20])=[CH:14][C:13]=2[CH3:38])=CC=1.[OH-:40].[Na+].[CH3:42][CH2:43][OH:44].